From a dataset of Full USPTO retrosynthesis dataset with 1.9M reactions from patents (1976-2016). Predict the reactants needed to synthesize the given product. (1) The reactants are: [CH3:1][CH:2]([C:4]1[C:5]2[N:6]([CH:11]=[C:12]([CH3:14])[N:13]=2)[N:7]=[C:8]([CH3:10])[CH:9]=1)[CH3:3].[CH2:15]([CH:17]([C:20]1[C:21]2[N:22]([C:27](I)=[C:28]([CH3:30])[N:29]=2)[N:23]=[C:24]([CH3:26])[CH:25]=1)[CH2:18][CH3:19])[CH3:16]. Given the product [CH2:15]([CH:17]([C:20]1[C:21]2[N:22]([C:27]([C:11]3[N:6]4[N:7]=[C:8]([CH3:10])[CH:9]=[C:4]([CH:2]([CH3:1])[CH3:3])[C:5]4=[N:13][C:12]=3[CH3:14])=[C:28]([CH3:30])[N:29]=2)[N:23]=[C:24]([CH3:26])[CH:25]=1)[CH2:18][CH3:19])[CH3:16], predict the reactants needed to synthesize it. (2) The reactants are: [CH3:1][C:2]1[CH:3]=[C:4]([C:19]2[S:23][C:22]([CH2:24][CH2:25][C:26]3[CH:35]=[CH:34][C:29]([C:30]([O:32]C)=[O:31])=[CH:28][CH:27]=3)=[N:21][CH:20]=2)[CH:5]=[C:6]([NH:8][C:9]2[N:14]=[C:13]([C:15]([F:18])([F:17])[F:16])[CH:12]=[CH:11][N:10]=2)[CH:7]=1.[OH-].[Na+].Cl. Given the product [CH3:1][C:2]1[CH:3]=[C:4]([C:19]2[S:23][C:22]([CH2:24][CH2:25][C:26]3[CH:27]=[CH:28][C:29]([C:30]([OH:32])=[O:31])=[CH:34][CH:35]=3)=[N:21][CH:20]=2)[CH:5]=[C:6]([NH:8][C:9]2[N:14]=[C:13]([C:15]([F:18])([F:17])[F:16])[CH:12]=[CH:11][N:10]=2)[CH:7]=1, predict the reactants needed to synthesize it. (3) Given the product [CH3:7][O:6][C:1](=[O:5])[C:2]([CH3:4])([CH3:3])[CH2:22][CH2:23][C:24]1[CH:29]=[CH:28][CH:27]=[CH:26][CH:25]=1, predict the reactants needed to synthesize it. The reactants are: [C:1]([O:6][CH3:7])(=[O:5])[CH:2]([CH3:4])[CH3:3].[Li]CCCC.CN(CCN(C)C)C.I[CH2:22][CH2:23][C:24]1[CH:29]=[CH:28][CH:27]=[CH:26][CH:25]=1.